From a dataset of Experimentally validated miRNA-target interactions with 360,000+ pairs, plus equal number of negative samples. Binary Classification. Given a miRNA mature sequence and a target amino acid sequence, predict their likelihood of interaction. (1) The miRNA is hsa-miR-1290 with sequence UGGAUUUUUGGAUCAGGGA. The protein sequence of the target gene is MAEAMDLGKDPNGPTHSSTLFVREDGSAMSFYVRPSSAKRRLSTLILHGGGTVCRVQEPGAVLLAQPGEALAEASGDFISTQYILDCVDRNEKLDLEAYRLGLTEQASDPKPGASTEGSTEPEPQPLTGRIAYTDAEDVAILTYVKENARSPSSVTGNALWKAMEKSSLTQHSWQSLKDRYLKHLRGQEHKYLLGNAPVSPSSQKLKRKAEQDPEAADSGEPQNKRAPDLPEEECVKGEIKENGEADNKLFEEAAPEFGEAVVDESPDFEIHITMCDGDPPTPEEDSETQPDEEEEEPKV.... Result: 0 (no interaction). (2) The miRNA is hsa-miR-378h with sequence ACUGGACUUGGUGUCAGAUGG. The protein sequence of the target gene is MRQPNRKRKLSLESTERMNQDRCTGQTEEEKKPGEVTTPSKRESSVTTAETWSWEQYLREGNAVAAPVELFSKDQSFPEHENGFQVGMRLEGIDARRPSVFCVLSVAEVCGYRLRLHFDGYLSCYDFWTNAGSPDIHPVGWCQKTKHELHIPRDYRKDKFVWMDYLKACRLQNAPKKLFRNRSSNGPVPREFQVGMKLEAVDRRNPCLMCVATIADIVEDRVRVHFDSLDDSFDYWCDVNSPYIQPVGWCQENGRTLVAPQGYPHPDKFSWTDYLRASQSKAVPAKAFGMRTPHGFLPNM.... Result: 0 (no interaction). (3) The miRNA is hsa-miR-629-5p with sequence UGGGUUUACGUUGGGAGAACU. The protein sequence of the target gene is MAKEGVEKAEETEQMIEKETSKEPAEGGDGSHRLGDAQEMRAVVLAGFGGLNKLRLSRKAMPEPQDGELKIRVKACGLNFIDLMVRQGNIDNPPKTPLVPGFECSGIVEALGDSVKGYEIGDRVMAFVNYNAWAEVVCTPVEFVYKIPDDMSFSEAAAFPMNFVTAYTMLFEIANLREGMSVLVHSAGGGVGQAVAQLCSTVPNVTVFGTASTFKHEAIKDSVTHLFDRNADYVQEVKRISAEGVDIVLDCLCGDNTGKGLSLLKPLGTYILYGSSNMVTGETKSFFSFAKSWWQVEKVN.... Result: 0 (no interaction). (4) The miRNA is hsa-miR-708-5p with sequence AAGGAGCUUACAAUCUAGCUGGG. The protein sequence of the target gene is MPARCVAAHCGNTTKSGKSLFRFPKDRAVRLLWDRFVRGCRADWYGGNDRSVICSDHFAPACFDVSSVIQKNLRFSQRLRLVAGAVPTLHRVPAPAPKRGEEGDQAGRLDTRGELQAARHSEAAPGPVSCTRPRAGKQAAASQITCENELVQTQPHADNPSNTVTSVPTHCEEGPVHKSTQISLKRPRHRSVGIQAKVKAFGKRLCNATTQTEELWSRTSSLFDIYSSDSETDTDWDIKSEQSDLSYMAVQVKEETC. Result: 0 (no interaction). (5) The miRNA is hsa-miR-1228-3p with sequence UCACACCUGCCUCGCCCCCC. The protein sequence of the target gene is MAAAAPDSRVSEEENLKKTPKKKMKMVTGAVASVLEDEATDTSDSEGSCGSEKDHFYSDDDAIEADSEGDAEPCDKENENDGESSVGTNMGWADAMAKVLNKKTPESKPTILVKNKKLEKEKEKLKQERLEKIKQRDKRLEWEMMCRVKPDVVQDKETERNLQRIATRGVVQLFNAVQKHQKNVDEKVKEAGSSMRKRAKLISTVSKKDFISVLRGMDGSTNETASSRKKPKAKQTEVKSEEGPGWTILRDDFMMGASMKDWDKESDGPDDSRPESASDSDT. Result: 0 (no interaction). (6) The miRNA is mmu-miR-709 with sequence GGAGGCAGAGGCAGGAGGA. The protein sequence of the target gene is MGCDGRVSELLRRNLQPTLTYWSVFFSFGLCIAFLGPTLLDLRCQTHSSLPQISWVFFSQQLCLLLGSALGGVFKRTLAQSLWALFTSTLVISLVFAVIPFCHDVKVLASVIALAGLAMGCIDTVANMQLVRIYQKDSAFFLQVLHFFVGLGALLSPLIADPFLSEANCFPANNTANATSRSHGSRVLSQHHAAAQPWINQTIPRLPPKEVTENHVSYAFWIMALINLPVPLAVLFLLSKERLLTCAQRKPLLLSADELALETRPAEKEDTSSLAPKFQPHSGQEDLFSCCQRKNFRGAP.... Result: 1 (interaction). (7) Result: 0 (no interaction). The protein sequence of the target gene is MTMHTTMTTLTLTSLIPPILTTLVNPNKKNSYPHYVKSIVASTFIISLFPTTMFMCLDQEVIISNWHWATTQTTQLSLSFKLDYFSMMFIPVALFVTWSIMEFSLWYMNSDPNINQFFKYLLIFLITMLILVTANNLFQLFIGWEGVGIMSFLLISWWYARADANTAAIQAILYNRIGDIGFILALAWFILHSNSWDPQQMALLNANPSLTPLLGLLLAAAGKSAQLGLHPWLPSAMEGPTPVSALLHSSTMVVAGIFLLIRFHPLAENSPLIQTLTLCLGAITTLFAAVCALTQNDIKK.... The miRNA is mmu-miR-3473a with sequence UGGAGAGAUGGCUCAGCA. (8) Result: 1 (interaction). The miRNA is hsa-miR-9-5p with sequence UCUUUGGUUAUCUAGCUGUAUGA. The protein sequence of the target gene is MGTARWLALGSLFALAGLLEGRLVGEEEAGFGECDKFFYAGTPPAGLAADSHVKICQRAEGAERFATLYSTRDRIPVYSAFRAPRPAPGGAEQRWLVEPQIDDPNSNLEEAINEAEAITSVNSLGSKQALNTDYLDSDYQRGQLYPFSLSSDVQVATFTLTNSAPMTQSFQERWYVNLHSLMDRALTPQCGSGEDLYILTGTVPSDYRVKDKVAVPEFVWLAACCAVPGGGWAMGFVKHTRDSDIIEDVMVKDLQKLLPFNPQLFQNNCGETEQDTEKMKKILEVVNQIQDEERMVQSQK.... (9) The miRNA is hsa-miR-4667-5p with sequence ACUGGGGAGCAGAAGGAGAACC. The protein sequence of the target gene is MASKRKSTTPCMIPVKTVVLPGASTEPQPVESLPEGPQQDLPSEAPDASSEAAPNPSSTDGSALANGHRSTLDGYVYCCKECEFRSQDVTHFIGHMNSEHTDFNKDPTFVCTGCSFLAKNPEGLSLHNAKCHSGEASFLWNVTKPDNHVVVEQSVPDSASSSVLAGESTTEGTEIIITKTPIMKIMKGKAEAKKIHMLKENAPNQPGSEALPKPLAGEREVKEGDHTFINGAAPGSQASAKSTKPPPAANGPLIGTVPVLPAGIAQFLSLQQQPPVHAQHHTHQPLPTSKTLPKVMIPLS.... Result: 0 (no interaction).